Dataset: Full USPTO retrosynthesis dataset with 1.9M reactions from patents (1976-2016). Task: Predict the reactants needed to synthesize the given product. (1) Given the product [CH2:1]([O:3][C:4]([NH:6][C:7]([CH:9]1[CH2:14][CH2:13][NH:12][CH2:11][CH2:10]1)=[S:24])=[O:5])[CH3:2], predict the reactants needed to synthesize it. The reactants are: [CH2:1]([O:3][C:4]([NH:6][C:7]([CH:9]1[CH2:14][CH2:13][NH:12][CH2:11][CH2:10]1)=O)=[O:5])[CH3:2].COC1C=CC(P2(SP(C3C=CC(OC)=CC=3)(=S)S2)=[S:24])=CC=1. (2) Given the product [Cl:1][C:2]1[N:7]=[CH:6][C:5]2[C:8](=[O:11])[NH:9][N:10]([C:13]([O:15][CH2:16][CH3:17])=[O:14])[C:4]=2[CH:3]=1, predict the reactants needed to synthesize it. The reactants are: [Cl:1][C:2]1[N:7]=[CH:6][C:5]2[C:8](=[O:11])[NH:9][NH:10][C:4]=2[CH:3]=1.Cl[C:13]([O:15][CH2:16][CH3:17])=[O:14].